This data is from Forward reaction prediction with 1.9M reactions from USPTO patents (1976-2016). The task is: Predict the product of the given reaction. The product is: [CH3:1][O:2][C:3]1[CH:11]=[C:10]2[C:6]([C:7]([C:31](=[O:39])[C:32]3[CH:37]=[CH:36][C:35]([CH3:38])=[CH:34][CH:33]=3)=[C:8]([CH3:30])[N:9]2[CH2:12][C:13]2[CH:14]=[C:15]([CH:27]=[CH:28][CH:29]=2)[CH2:16][O:17][C:18]2([C:22]([OH:24])=[O:23])[CH2:21][CH2:20][CH2:19]2)=[CH:5][CH:4]=1. Given the reactants [CH3:1][O:2][C:3]1[CH:11]=[C:10]2[C:6]([C:7]([C:31](=[O:39])[C:32]3[CH:37]=[CH:36][C:35]([CH3:38])=[CH:34][CH:33]=3)=[C:8]([CH3:30])[N:9]2[CH2:12][C:13]2[CH:14]=[C:15]([CH:27]=[CH:28][CH:29]=2)[CH2:16][O:17][C:18]2([C:22]([O:24]CC)=[O:23])[CH2:21][CH2:20][CH2:19]2)=[CH:5][CH:4]=1.C1COCC1.[OH-].[Na+], predict the reaction product.